Dataset: Reaction yield outcomes from USPTO patents with 853,638 reactions. Task: Predict the reaction yield, written as a fraction of the theoretical maximum amount of product (1.0 means a 100% yield; for example, 0.34 means a 34% yield). (1) The reactants are OC[C:3]1[C:4]([CH2:9]O)=[N:5][CH:6]=[CH:7][CH:8]=1.O=S(Cl)[Cl:13].[CH2:15]([Cl:17])Cl. No catalyst specified. The product is [Cl:13][CH2:9][C:4]1[C:3]([CH2:15][Cl:17])=[CH:8][CH:7]=[CH:6][N:5]=1. The yield is 0.710. (2) The reactants are [F:1][C:2]1[CH:7]=[CH:6][C:5]([C:8](=[N:18]O)[CH2:9][C:10]2[CH:15]=[CH:14][N:13]=[C:12]([S:16][CH3:17])[N:11]=2)=[CH:4][CH:3]=1.FC(F)(F)C(OC(=O)C(F)(F)F)=O.C(N(CC)CC)C. The yield is 0.680. The catalyst is COCCOC.[Fe](Cl)Cl. The product is [F:1][C:2]1[CH:7]=[CH:6][C:5]([C:8]2[CH:9]=[C:10]3[N:11]([C:12]([S:16][CH3:17])=[N:13][CH:14]=[CH:15]3)[N:18]=2)=[CH:4][CH:3]=1. (3) The reactants are [O:1]1[C:5]2[CH:6]=[CH:7][C:8]([C:10]3([C:13]([NH:15][C:16]4[CH:17]=[C:18]5[C:22](=[CH:23][CH:24]=4)[NH:21][C:20]([C:25](OCC)=[O:26])=[CH:19]5)=[O:14])[CH2:12][CH2:11]3)=[CH:9][C:4]=2[O:3][CH2:2]1.[Li+].[BH4-]. The catalyst is C1COCC1.O. The product is [O:1]1[C:5]2[CH:6]=[CH:7][C:8]([C:10]3([C:13]([NH:15][C:16]4[CH:17]=[C:18]5[C:22](=[CH:23][CH:24]=4)[NH:21][C:20]([CH2:25][OH:26])=[CH:19]5)=[O:14])[CH2:12][CH2:11]3)=[CH:9][C:4]=2[O:3][CH2:2]1. The yield is 0.730.